This data is from Forward reaction prediction with 1.9M reactions from USPTO patents (1976-2016). The task is: Predict the product of the given reaction. (1) The product is: [NH:1]1[C:5]2[CH:6]=[CH:7][C:8]([C:10]([N:12]3[C@@H:21]4[C@@H:16]([C:17]5[C:25]([C:26]#[N:28])=[CH:24][CH:23]=[CH:22][C:18]=5[CH2:19][CH2:20]4)[CH2:15][CH2:14][CH2:13]3)=[O:11])=[CH:9][C:4]=2[N:3]=[CH:2]1. Given the reactants [NH:1]1[C:5]2[CH:6]=[CH:7][C:8]([C:10]([N:12]3[C@@H:21]4[C@@H:16]([C:17]5[C:25]([C:26]([NH2:28])=O)=[CH:24][CH:23]=[CH:22][C:18]=5[CH2:19][CH2:20]4)[CH2:15][CH2:14][CH2:13]3)=[O:11])=[CH:9][C:4]=2[N:3]=[CH:2]1, predict the reaction product. (2) The product is: [Br:1][C:2]1[C:10]([NH2:9])=[C:6]([NH2:7])[C:5]([Br:11])=[CH:4][CH:3]=1. Given the reactants [Br:1][C:2]1[C:10]2[C:6](=[N:7]S[N:9]=2)[C:5]([Br:11])=[CH:4][CH:3]=1.[BH4-].[Na+].O, predict the reaction product. (3) The product is: [CH2:2]([OH:1])[C@@H:3]([C@H:5]([C@@H:7]([CH2:9][OH:10])[OH:8])[OH:6])[OH:4]. Given the reactants [O:1]=[CH:2][C@@H:3]([C@H:5]([C@@H:7]([CH2:9][OH:10])[OH:8])[OH:6])[OH:4].O=C[C@@H]([C@H]([C@@H]([C@@H](CO)O)O)O)O, predict the reaction product. (4) Given the reactants [CH:1]1([C:4]2[N:5]=[CH:6][C:7]([O:10][C@H:11]3[CH2:19][N:14]4[CH2:15][CH2:16][NH:17][CH2:18][C@@H:13]4[CH2:12]3)=[N:8][CH:9]=2)[CH2:3][CH2:2]1.[F:20][C:21]1[CH:26]=[CH:25][C:24]([CH2:27][C:28](O)=[O:29])=[CH:23][CH:22]=1.C(N=C=NCCCN(C)C)C.O.OC1C2N=NNC=2C=CC=1.C(N(C(C)C)CC)(C)C, predict the reaction product. The product is: [CH:1]1([C:4]2[N:5]=[CH:6][C:7]([O:10][C@H:11]3[CH2:19][N:14]4[CH2:15][CH2:16][N:17]([C:28](=[O:29])[CH2:27][C:24]5[CH:25]=[CH:26][C:21]([F:20])=[CH:22][CH:23]=5)[CH2:18][C@@H:13]4[CH2:12]3)=[N:8][CH:9]=2)[CH2:3][CH2:2]1. (5) Given the reactants Cl.[Cl:2][C:3]1[CH:8]=[CH:7][C:6]([CH2:9][CH:10]2[CH2:15][CH2:14][NH:13][CH2:12][CH2:11]2)=[CH:5][C:4]=1[S:16]([NH2:19])(=[O:18])=[O:17], predict the reaction product. The product is: [ClH:2].[NH:13]1[CH2:14][CH2:15][CH:10]([CH2:9][C:6]2[CH:5]=[C:4]([S:16]([NH2:19])(=[O:17])=[O:18])[CH:3]=[CH:8][CH:7]=2)[CH2:11][CH2:12]1.